Dataset: Catalyst prediction with 721,799 reactions and 888 catalyst types from USPTO. Task: Predict which catalyst facilitates the given reaction. Reactant: [OH:1][C:2]1[CH:7]=[CH:6][C:5]([S:8]([OH:11])(=[O:10])=[O:9])=[CH:4][CH:3]=1.[OH-].[Na+:13].Br[CH2:15][CH2:16][CH:17]1[CH2:21][CH2:20][CH2:19][CH2:18]1. Product: [CH:17]1([CH2:16][CH2:15][O:1][C:2]2[CH:7]=[CH:6][C:5]([S:8]([O-:11])(=[O:9])=[O:10])=[CH:4][CH:3]=2)[CH2:21][CH2:20][CH2:19][CH2:18]1.[Na+:13]. The catalyst class is: 657.